The task is: Predict the product of the given reaction.. This data is from Forward reaction prediction with 1.9M reactions from USPTO patents (1976-2016). Given the reactants [NH2:1][C:2]1[CH:3]=[C:4]2[C:8](=[CH:9][CH:10]=1)[N:7]([CH2:11][C:12]1[CH:17]=[CH:16][CH:15]=[CH:14][CH:13]=1)[C:6]([C:18]([O:20][CH2:21][CH3:22])=[O:19])=[C:5]2[C:23]1[CH:28]=[CH:27][CH:26]=[CH:25][CH:24]=1.[CH2:29]([CH2:33][C:34](=O)[CH3:35])[C:30]([CH3:32])=O, predict the reaction product. The product is: [CH2:11]([N:7]1[C:8]2[C:4](=[CH:3][C:2]([N:1]3[C:34]([CH3:35])=[CH:33][CH:29]=[C:30]3[CH3:32])=[CH:10][CH:9]=2)[C:5]([C:23]2[CH:24]=[CH:25][CH:26]=[CH:27][CH:28]=2)=[C:6]1[C:18]([O:20][CH2:21][CH3:22])=[O:19])[C:12]1[CH:17]=[CH:16][CH:15]=[CH:14][CH:13]=1.